Dataset: Full USPTO retrosynthesis dataset with 1.9M reactions from patents (1976-2016). Task: Predict the reactants needed to synthesize the given product. (1) The reactants are: [CH3:1][O:2][C:3](=[O:24])/[C:4](/[C:11]1[CH:16]=[CH:15][C:14]([N:17]2[C:21]([CH3:22])=[N:20][N:19]=[N:18]2)=[C:13]([F:23])[CH:12]=1)=[CH:5]/[CH:6]1[CH2:10][CH2:9][CH2:8][CH2:7]1.[BH4-].[Na+]. Given the product [CH3:1][O:2][C:3](=[O:24])[CH:4]([C:11]1[CH:16]=[CH:15][C:14]([N:17]2[C:21]([CH3:22])=[N:20][N:19]=[N:18]2)=[C:13]([F:23])[CH:12]=1)[CH2:5][CH:6]1[CH2:7][CH2:8][CH2:9][CH2:10]1, predict the reactants needed to synthesize it. (2) Given the product [CH3:4][C:2]([Si:5]([CH3:7])([CH3:6])[O:8][CH2:9][CH2:10][C:11]1[O:12][C:13]([CH2:16][CH2:17][O:18][CH2:21][C:22]2[CH:27]=[CH:26][CH:25]=[CH:24][CH:23]=2)=[CH:14][CH:15]=1)([CH3:1])[CH3:3], predict the reactants needed to synthesize it. The reactants are: [CH3:1][C:2]([Si:5]([O:8][CH2:9][CH2:10][C:11]1[O:12][C:13]([CH2:16][CH2:17][OH:18])=[CH:14][CH:15]=1)([CH3:7])[CH3:6])([CH3:4])[CH3:3].[H-].[Na+].[CH2:21](Br)[C:22]1[CH:27]=[CH:26][CH:25]=[CH:24][CH:23]=1.O. (3) Given the product [CH3:23][O:22][N:20]([CH3:21])[C:19](=[O:24])[C:15]1[CH:16]=[CH:17][CH:18]=[C:13]([CH2:12][N:1]2[CH2:6][CH2:5][CH2:4][CH2:3][CH2:2]2)[N:14]=1, predict the reactants needed to synthesize it. The reactants are: [NH:1]1[CH2:6][CH2:5][CH2:4][CH2:3][CH2:2]1.CS(O[CH2:12][C:13]1[CH:18]=[CH:17][CH:16]=[C:15]([C:19](=[O:24])[N:20]([O:22][CH3:23])[CH3:21])[N:14]=1)(=O)=O.[I-].[Na+].C(=O)([O-])O.[Na+]. (4) Given the product [Cl:15][C:16]1[CH:23]=[C:22]([C:2]2[CH:3]=[C:4]([C:8]3([C:11]([OH:13])=[O:12])[CH2:10][CH2:9]3)[CH:5]=[N:6][CH:7]=2)[CH:21]=[CH:20][C:17]=1[C:18]#[N:19], predict the reactants needed to synthesize it. The reactants are: Br[C:2]1[CH:3]=[C:4]([C:8]2([C:11]([O-:13])=[O:12])[CH2:10][CH2:9]2)[CH:5]=[N:6][CH:7]=1.[K+].[Cl:15][C:16]1[CH:23]=[C:22](B2OC(C)(C)C(C)(C)O2)[CH:21]=[CH:20][C:17]=1[C:18]#[N:19].C(Cl)Cl.C([O-])([O-])=O.[Na+].[Na+]. (5) Given the product [Br:23][C:17]1[CH:18]=[N:19][N:20]([CH3:21])[C:16]=1[CH2:15][C:14]([NH:13][CH2:12][C:3]1[CH:4]=[CH:5][CH:6]=[C:7]([C:8]([F:10])([F:11])[F:9])[C:2]=1[Cl:1])=[O:22], predict the reactants needed to synthesize it. The reactants are: [Cl:1][C:2]1[C:7]([C:8]([F:11])([F:10])[F:9])=[CH:6][CH:5]=[CH:4][C:3]=1[CH2:12][NH:13][C:14](=[O:22])[CH2:15][C:16]1[N:20]([CH3:21])[N:19]=[CH:18][CH:17]=1.[Br:23]N1C(=O)CCC1=O. (6) The reactants are: [O:1]1[C:5]2([CH2:9][CH2:8][N:7]([C:10]3[CH:15]=[CH:14][C:13]([N:16]4[CH:25]=[CH:24][C:23]5[C:18](=[CH:19][CH:20]=[C:21]([OH:26])[CH:22]=5)[C:17]4=[O:27])=[CH:12][C:11]=3[F:28])[CH2:6]2)[O:4][CH2:3][CH2:2]1.[O:29]1[CH2:33][CH2:32][CH2:31][C@@H:30]1[CH2:34]OS(C)(=O)=O. Given the product [O:4]1[C:5]2([CH2:9][CH2:8][N:7]([C:10]3[CH:15]=[CH:14][C:13]([N:16]4[CH:25]=[CH:24][C:23]5[C:18](=[CH:19][CH:20]=[C:21]([O:26][CH2:34][C@H:30]6[CH2:31][CH2:32][CH2:33][O:29]6)[CH:22]=5)[C:17]4=[O:27])=[CH:12][C:11]=3[F:28])[CH2:6]2)[O:1][CH2:2][CH2:3]1, predict the reactants needed to synthesize it. (7) The reactants are: [N+:1]([C:4]1[CH:12]=[C:11]2[C:7]([CH:8]=[N:9][NH:10]2)=[CH:6][CH:5]=1)([O-:3])=[O:2].S(Cl)([Cl:16])(=O)=O. Given the product [Cl:16][C:8]1[C:7]2[C:11](=[CH:12][C:4]([N+:1]([O-:3])=[O:2])=[CH:5][CH:6]=2)[NH:10][N:9]=1, predict the reactants needed to synthesize it. (8) Given the product [CH3:11][C:10]([N+:12]([O-:14])=[O:13])([CH3:15])[CH2:9][O:8][C:3]1[CH:4]=[CH:5][CH:6]=[CH:7][C:2]=1[N:16]1[CH2:21][CH2:20][NH:19][CH2:18][CH2:17]1, predict the reactants needed to synthesize it. The reactants are: Br[C:2]1[CH:7]=[CH:6][CH:5]=[CH:4][C:3]=1[O:8][CH2:9][C:10]([CH3:15])([N+:12]([O-:14])=[O:13])[CH3:11].[NH:16]1[CH2:21][CH2:20][NH:19][CH2:18][CH2:17]1.C1C=CC(P(C2C(C3C(P(C4C=CC=CC=4)C4C=CC=CC=4)=CC=C4C=3C=CC=C4)=C3C(C=CC=C3)=CC=2)C2C=CC=CC=2)=CC=1.CC([O-])(C)C.[Na+]. (9) Given the product [C:1]([O:5][C:6](=[O:26])[CH2:7][C@H:8]1[CH2:13][C@@H:12]([CH2:14][OH:15])[O:11][C:10]([CH3:25])([CH3:24])[O:9]1)([CH3:2])([CH3:4])[CH3:3], predict the reactants needed to synthesize it. The reactants are: [C:1]([O:5][C:6](=[O:26])[CH2:7][C@H:8]1[CH2:13][C@@H:12]([CH2:14][O:15]C(=O)C2C=CC=CC=2)[O:11][C:10]([CH3:25])([CH3:24])[O:9]1)([CH3:4])([CH3:3])[CH3:2].[OH-].[Na+].Cl. (10) The reactants are: [Cl:1][C:2]1[CH:3]=[CH:4][C:5]2[NH:11][C:10](=S)[C@@H:9]([CH2:13][C:14]([O:16][CH:17]([CH3:19])[CH3:18])=[O:15])[S:8][C@H:7]([C:20]3[CH:25]=[CH:24][CH:23]=[C:22]([O:26][CH3:27])[CH:21]=3)[C:6]=2[CH:28]=1.O.[NH2:30][NH2:31].[F:32][C:33]([F:44])([F:43])[C:34](O[C:34](=O)[C:33]([F:44])([F:43])[F:32])=O.FC(F)(F)C(O)=O. Given the product [Cl:1][C:2]1[CH:3]=[CH:4][C:5]2[N:11]3[C:34]([C:33]([F:44])([F:43])[F:32])=[N:30][N:31]=[C:10]3[C@@H:9]([CH2:13][C:14]([O:16][CH:17]([CH3:19])[CH3:18])=[O:15])[S:8][C@H:7]([C:20]3[CH:25]=[CH:24][CH:23]=[C:22]([O:26][CH3:27])[CH:21]=3)[C:6]=2[CH:28]=1, predict the reactants needed to synthesize it.